From a dataset of Reaction yield outcomes from USPTO patents with 853,638 reactions. Predict the reaction yield, written as a fraction of the theoretical maximum amount of product (1.0 means a 100% yield; for example, 0.34 means a 34% yield). (1) The product is [CH3:7][N:8]1[CH:12]=[C:11]([C:13]2[CH:22]=[CH:21][CH:20]=[C:19]3[C:14]=2[CH:15]=[CH:16][C:17]([C:23]([NH:29][C:28]([NH2:30])=[NH:27])=[O:25])=[CH:18]3)[CH:10]=[N:9]1. The reactants are C(Cl)(=O)C(Cl)=O.[CH3:7][N:8]1[CH:12]=[C:11]([C:13]2[CH:22]=[CH:21][CH:20]=[C:19]3[C:14]=2[CH:15]=[CH:16][C:17]([C:23]([OH:25])=O)=[CH:18]3)[CH:10]=[N:9]1.Cl.[NH2:27][C:28]([NH2:30])=[NH:29].[OH-].[Na+]. The catalyst is ClCCl.CN(C)C=O. The yield is 0.830. (2) The reactants are [F:1][C:2]1[CH:7]=[C:6]([N+:8]([O-])=O)[CH:5]=[CH:4][C:3]=1[S:11][CH3:12]. The catalyst is CC(O)=O.O.[Fe]. The product is [F:1][C:2]1[CH:7]=[C:6]([CH:5]=[CH:4][C:3]=1[S:11][CH3:12])[NH2:8]. The yield is 0.540. (3) The reactants are [NH2:1][CH2:2][C:3]1([OH:18])[CH2:8][CH2:7][N:6]([C:9]2[N:10]([CH3:17])[N:11]=[CH:12][C:13]=2[N+:14]([O-:16])=[O:15])[CH2:5][CH2:4]1.C(N(CC)CC)C.[C:26](O[C:26]([O:28][C:29]([CH3:32])([CH3:31])[CH3:30])=[O:27])([O:28][C:29]([CH3:32])([CH3:31])[CH3:30])=[O:27].O. The catalyst is CN(C1C=CN=CC=1)C.C(Cl)Cl. The product is [OH:18][C:3]1([CH2:2][NH:1][C:26](=[O:27])[O:28][C:29]([CH3:32])([CH3:31])[CH3:30])[CH2:8][CH2:7][N:6]([C:9]2[N:10]([CH3:17])[N:11]=[CH:12][C:13]=2[N+:14]([O-:16])=[O:15])[CH2:5][CH2:4]1. The yield is 0.680. (4) The reactants are [CH3:1][C:2]1[CH:7]=[CH:6][C:5]([S:8]([O:11][CH2:12][CH:13]2[CH2:17][C:16]3[CH:18]=[CH:19][CH:20]=[C:21]([NH:22][C:23]4[CH:28]=[CH:27][CH:26]=[CH:25][CH:24]=4)[C:15]=3[O:14]2)(=[O:10])=[O:9])=[CH:4][CH:3]=1.Br[C:30]1C=CC(C)=CC=1.CC(C)([O-])C.[Na+]. The catalyst is C1(C)C=CC=CC=1.C1(P(C2C=CC=CC=2)[C-]2C=CC=C2)C=CC=CC=1.[C-]1(P(C2C=CC=CC=2)C2C=CC=CC=2)C=CC=C1.[Fe+2]. The product is [CH3:1][C:2]1[CH:3]=[CH:4][C:5]([S:8]([O:11][CH2:12][CH:13]2[CH2:17][C:16]3[CH:18]=[CH:19][CH:20]=[C:21]([NH:22][C:23]4[CH:28]=[CH:27][C:26]([CH3:30])=[CH:25][CH:24]=4)[C:15]=3[O:14]2)(=[O:10])=[O:9])=[CH:6][CH:7]=1. The yield is 0.290. (5) The reactants are C(N(CC)CC)C.[CH3:8][CH:9]([SH:11])[CH3:10].Cl[CH2:13][C:14]1[C:23]([OH:24])=[CH:22][CH:21]=[C:20]2[C:15]=1[CH2:16][CH2:17][CH2:18][C:19]2=[O:25]. The catalyst is O1CCCC1.C(OCC)(=O)C. The product is [OH:24][C:23]1[C:14]([CH2:13][S:11][CH:9]([CH3:10])[CH3:8])=[C:15]2[C:20](=[CH:21][CH:22]=1)[C:19](=[O:25])[CH2:18][CH2:17][CH2:16]2. The yield is 0.694. (6) The reactants are [CH3:1][S:2][CH2:3][CH2:4][CH2:5][N:6]([CH2:18][C:19]1[CH:38]=[CH:37][C:22]([CH2:23][O:24][C:25]2[CH:30]=[CH:29][C:28]([CH2:31][CH2:32][C:33]([O:35][CH3:36])=[O:34])=[CH:27][CH:26]=2)=[CH:21][CH:20]=1)[C:7]1[S:8][CH:9]=[C:10]([C:12]2[CH:17]=[CH:16][CH:15]=[CH:14][CH:13]=2)[N:11]=1.ClC1C=CC=C(C(OO)=[O:47])C=1. The catalyst is O1CCCC1. The product is [CH3:1][S:2]([CH2:3][CH2:4][CH2:5][N:6]([CH2:18][C:19]1[CH:20]=[CH:21][C:22]([CH2:23][O:24][C:25]2[CH:26]=[CH:27][C:28]([CH2:31][CH2:32][C:33]([O:35][CH3:36])=[O:34])=[CH:29][CH:30]=2)=[CH:37][CH:38]=1)[C:7]1[S:8][CH:9]=[C:10]([C:12]2[CH:13]=[CH:14][CH:15]=[CH:16][CH:17]=2)[N:11]=1)=[O:47]. The yield is 0.620. (7) The reactants are [C:1]1([S:7]([N:10]2[C:14]3=[N:15][CH:16]=[CH:17][CH:18]=[C:13]3[CH:12]=[CH:11]2)(=[O:9])=[O:8])[CH:6]=[CH:5][CH:4]=[CH:3][CH:2]=1.C([N-]C(C)C)(C)C.[Li+].C([Li])CCC.CCCCCC.C(NC(C)C)(C)C.[CH3:45][C:46]([CH3:51])([CH3:50])[CH2:47][CH:48]=[O:49]. The catalyst is O1CCCC1. The product is [C:1]1([S:7]([N:10]2[C:14]3=[N:15][CH:16]=[CH:17][CH:18]=[C:13]3[CH:12]=[C:11]2[CH:48]([OH:49])[CH2:47][C:46]([CH3:51])([CH3:50])[CH3:45])(=[O:9])=[O:8])[CH:2]=[CH:3][CH:4]=[CH:5][CH:6]=1. The yield is 0.630. (8) The reactants are C([Si]([O:8][CH2:9][C@@H:10]([C:12]1[CH:17]=[C:16]([F:18])[CH:15]=[CH:14][C:13]=1[O:19][CH3:20])[CH3:11])(C)C)(C)(C)C.C([Li])(CC)C.[B:26](OC(C)C)([O:31]C(C)C)[O:27]C(C)C. The catalyst is C1COCC1. The product is [F:18][C:16]1[CH:17]=[C:12]([C@@H:10]([CH3:11])[CH2:9][OH:8])[C:13]([O:19][CH3:20])=[CH:14][C:15]=1[B:26]([OH:31])[OH:27]. The yield is 0.820. (9) The reactants are [C:1]([O:5][C:6](=[O:30])[C:7]1[CH:12]=[CH:11][C:10]([C:13](=[O:28])/[CH:14]=[C:15](\[C:20]2[CH:25]=[C:24]([Cl:26])[CH:23]=[C:22]([Cl:27])[CH:21]=2)/[C:16]([F:19])([F:18])[F:17])=[CH:9][C:8]=1[CH3:29])([CH3:4])([CH3:3])[CH3:2].[C:31]([O:35][C:36](=[O:52])[CH2:37][N:38]=[C:39]([C:46]1[CH:51]=[CH:50][CH:49]=[CH:48][CH:47]=1)[C:40]1[CH:45]=[CH:44][CH:43]=[CH:42][CH:41]=1)([CH3:34])([CH3:33])[CH3:32].[OH-].[K+].O. The catalyst is C(#N)C. The product is [C:1]([O:5][C:6](=[O:30])[C:7]1[CH:12]=[CH:11][C:10]([C:13](=[O:28])[CH2:14][C:15]([CH:37]([N:38]=[C:39]([C:46]2[CH:47]=[CH:48][CH:49]=[CH:50][CH:51]=2)[C:40]2[CH:41]=[CH:42][CH:43]=[CH:44][CH:45]=2)[C:36]([O:35][C:31]([CH3:34])([CH3:33])[CH3:32])=[O:52])([C:20]2[CH:25]=[C:24]([Cl:26])[CH:23]=[C:22]([Cl:27])[CH:21]=2)[C:16]([F:17])([F:19])[F:18])=[CH:9][C:8]=1[CH3:29])([CH3:4])([CH3:3])[CH3:2]. The yield is 0.210. (10) The yield is 0.810. The catalyst is [Zn].[C-]#N.[C-]#N.[Zn+2].C1C=CC(/C=C/C(/C=C/C2C=CC=CC=2)=O)=CC=1.C1C=CC(/C=C/C(/C=C/C2C=CC=CC=2)=O)=CC=1.C1C=CC(/C=C/C(/C=C/C2C=CC=CC=2)=O)=CC=1.[Pd].[Pd].C1C=CC(P(C2C=CC=CC=2)[C-]2C=CC=C2)=CC=1.C1C=CC(P(C2C=CC=CC=2)[C-]2C=CC=C2)=CC=1.[Fe+2]. The product is [Cl:20][C:10]1[C:11]([O:18][CH3:19])=[CH:12][CH:13]=[C:14]2[C:9]=1[N:8]=[C:7]([C:4]1[S:5][CH:6]=[C:2]([C:23]#[N:25])[N:3]=1)[CH:16]=[C:15]2[OH:17]. The reactants are Br[C:2]1[N:3]=[C:4]([C:7]2[CH:16]=[C:15]([OH:17])[C:14]3[C:9](=[C:10]([Cl:20])[C:11]([O:18][CH3:19])=[CH:12][CH:13]=3)[N:8]=2)[S:5][CH:6]=1.O.C[C:23]([N:25](C)C)=O.